This data is from Full USPTO retrosynthesis dataset with 1.9M reactions from patents (1976-2016). The task is: Predict the reactants needed to synthesize the given product. (1) Given the product [CH3:1][O:2][C:3]1[CH:4]=[C:5]([CH2:11][CH2:12][NH:13][C:14](=[O:25])[C:15]([C:18]2[CH:23]=[CH:22][C:21]([CH3:24])=[CH:20][CH:19]=2)=[CH:16][O:17][CH2:29][C:28]#[CH:27])[CH:6]=[CH:7][C:8]=1[O:9][CH3:10], predict the reactants needed to synthesize it. The reactants are: [CH3:1][O:2][C:3]1[CH:4]=[C:5]([CH2:11][CH2:12][NH:13][C:14](=[O:25])[C:15]([C:18]2[CH:23]=[CH:22][C:21]([CH3:24])=[CH:20][CH:19]=2)=[CH:16][OH:17])[CH:6]=[CH:7][C:8]=1[O:9][CH3:10].Cl[CH2:27][C:28]#[CH:29].CN(C)C=O.[H-].[Na+]. (2) The reactants are: C[N:2](C)/[CH:3]=[CH:4]/[C:5]([C:7]1[C:12](=[O:13])[CH:11]=[CH:10][N:9]([C:14]2[CH:19]=[CH:18][CH:17]=[C:16]([O:20][C:21]([F:24])([F:23])[F:22])[CH:15]=2)[N:8]=1)=O.[F:26][C:27]1[CH:32]=[CH:31][C:30]([F:33])=[CH:29][C:28]=1[NH:34]N. Given the product [F:26][C:27]1[CH:32]=[CH:31][C:30]([F:33])=[CH:29][C:28]=1[N:34]1[C:5]([C:7]2[C:12](=[O:13])[CH:11]=[CH:10][N:9]([C:14]3[CH:19]=[CH:18][CH:17]=[C:16]([O:20][C:21]([F:24])([F:23])[F:22])[CH:15]=3)[N:8]=2)=[CH:4][CH:3]=[N:2]1, predict the reactants needed to synthesize it. (3) Given the product [Cl:29][C:30]1[N:35]=[C:34]([O:1][C:2]2[CH:28]=[CH:27][CH:26]=[CH:25][C:3]=2[CH2:4][NH:5][C:6]([NH:8][C:9]2[N:13]([C:14]3[CH:15]=[N:16][C:17]([CH3:20])=[CH:18][CH:19]=3)[N:12]=[C:11]([C:21]([CH3:22])([CH3:23])[CH3:24])[CH:10]=2)=[O:7])[CH:33]=[CH:32][N:31]=1, predict the reactants needed to synthesize it. The reactants are: [OH:1][C:2]1[CH:28]=[CH:27][CH:26]=[CH:25][C:3]=1[CH2:4][NH:5][C:6]([NH:8][C:9]1[N:13]([C:14]2[CH:15]=[N:16][C:17]([CH3:20])=[CH:18][CH:19]=2)[N:12]=[C:11]([C:21]([CH3:24])([CH3:23])[CH3:22])[CH:10]=1)=[O:7].[Cl:29][C:30]1[N:35]=[C:34](Cl)[CH:33]=[CH:32][N:31]=1.[OH-].[Na+]. (4) Given the product [Si:28]([O:9][CH2:8][C:6]1[N:7]=[C:2]([Cl:1])[C:3]([C:10]2[CH:15]=[C:14]([O:16][CH3:17])[CH:13]=[CH:12][C:11]=2[F:18])=[N:4][CH:5]=1)([C:25]([CH3:27])([CH3:26])[CH3:24])([CH3:30])[CH3:29], predict the reactants needed to synthesize it. The reactants are: [Cl:1][C:2]1[N:7]=[C:6]([CH2:8][OH:9])[CH:5]=[N:4][C:3]=1[C:10]1[CH:15]=[C:14]([O:16][CH3:17])[CH:13]=[CH:12][C:11]=1[F:18].N1C=CN=C1.[CH3:24][C:25]([Si:28](Cl)([CH3:30])[CH3:29])([CH3:27])[CH3:26]. (5) Given the product [CH:47]1([CH2:46][CH:45]([C:52]2[CH:57]=[CH:56][C:55]([S:58]([CH3:61])(=[O:60])=[O:59])=[CH:54][CH:53]=2)[C:44]([NH:43][C:40]2[S:41][CH:42]=[CH:38][N:39]=2)=[O:62])[CH2:51][CH2:50][CH2:49][CH2:48]1, predict the reactants needed to synthesize it. The reactants are: C1(CC(C2C=CC(S(C)(=O)=O)=CC=2)C(O)=O)CCCC1.NC1SC=C(CC(OCC)=O)N=1.C(OC(=O)C[C:38]1[N:39]=[C:40]([NH:43][C:44](=[O:62])[CH:45]([C:52]2[CH:57]=[CH:56][C:55]([S:58]([CH3:61])(=[O:60])=[O:59])=[CH:54][CH:53]=2)[CH2:46][CH:47]2[CH2:51][CH2:50][CH2:49][CH2:48]2)[S:41][CH:42]=1)C. (6) Given the product [CH3:1][C:2]([CH3:28])=[CH:3][CH2:4][CH2:5]/[C:6](/[CH3:27])=[CH:7]/[CH2:8][C:9]1[C:14]2[O:15][C@H:19]([C:20]3[CH:21]=[CH:22][C:23]([OH:29])=[CH:24][CH:25]=3)[CH2:18][C:16](=[O:17])[C:13]=2[CH:12]=[CH:11][C:10]=1[OH:26], predict the reactants needed to synthesize it. The reactants are: [CH3:1][C:2]([CH3:28])=[CH:3][CH2:4][CH2:5]/[C:6](/[CH3:27])=[CH:7]/[CH2:8][C:9]1[C:10]([OH:26])=[CH:11][CH:12]=[C:13]([C:16](/[CH:18]=[CH:19]/[C:20]2[CH:21]=[CH:22][CH:23]=[CH:24][CH:25]=2)=[O:17])[C:14]=1[OH:15].[OH-:29].[Na+].